Dataset: Full USPTO retrosynthesis dataset with 1.9M reactions from patents (1976-2016). Task: Predict the reactants needed to synthesize the given product. (1) Given the product [CH3:9][O:8][C:5]1[CH:6]=[CH:7][C:2]([C:23]2[C:22]3[C:31]4=[C:30]5[C:19](=[CH:20][CH:21]=3)[CH:18]=[CH:17][CH:16]=[C:29]5[CH:28]=[CH:27][C:26]4=[CH:25][CH:24]=2)=[C:3]([C:10]2[CH:15]=[CH:14][CH:13]=[CH:12][CH:11]=2)[CH:4]=1, predict the reactants needed to synthesize it. The reactants are: Br[C:2]1[CH:7]=[CH:6][C:5]([O:8][CH3:9])=[CH:4][C:3]=1[C:10]1[CH:15]=[CH:14][CH:13]=[CH:12][CH:11]=1.[C:16]1(B(O)O)[C:29]2[C:30]3=[C:31]4[C:26](=[CH:27][CH:28]=2)[CH:25]=[CH:24][CH:23]=[C:22]4[CH:21]=[CH:20][C:19]3=[CH:18][CH:17]=1.C([O-])([O-])=O.[Na+].[Na+].CCO. (2) Given the product [C:30]([C:26]1[C:21]2[NH:22][C:23](=[O:25])[CH2:24][N:19]([C:17]([NH:16][CH:4]([C:5]3[CH:10]=[CH:9][C:8]([O:11][C:12]([F:14])([F:15])[F:13])=[CH:7][CH:6]=3)[CH2:3][O:2][CH3:1])=[O:18])[C:20]=2[N:29]=[CH:28][CH:27]=1)(=[O:32])[CH3:34], predict the reactants needed to synthesize it. The reactants are: [CH3:1][O:2][CH2:3][CH:4]([NH:16][C:17]([N:19]1[CH2:24][C:23](=[O:25])[NH:22][C:21]2[C:26]([C:30]([O:32]C)=O)=[CH:27][CH:28]=[N:29][C:20]1=2)=[O:18])[C:5]1[CH:10]=[CH:9][C:8]([O:11][C:12]([F:15])([F:14])[F:13])=[CH:7][CH:6]=1.[CH3:34][Mg]Br.O1CCCC1.Cl. (3) The reactants are: [Cl:1][C:2]1[CH:3]=[CH:4][C:5]([C:25]#[N:26])=[C:6]([C:8]2[C:13]([O:14][CH3:15])=[CH:12][N:11]([CH2:16][C:17]([O:19][C:20]([CH3:23])([CH3:22])[CH3:21])=[O:18])[C:10](=[O:24])[CH:9]=2)[CH:7]=1.[CH3:27][C:28]1([CH:31]=O)[CH2:30][CH2:29]1. Given the product [Cl:1][C:2]1[CH:3]=[CH:4][C:5]([C:25]#[N:26])=[C:6]([C:8]2[C:13]([O:14][CH3:15])=[CH:12][N:11]([C:16](=[CH:27][C:28]3([CH3:31])[CH2:30][CH2:29]3)[C:17]([O:19][C:20]([CH3:21])([CH3:22])[CH3:23])=[O:18])[C:10](=[O:24])[CH:9]=2)[CH:7]=1, predict the reactants needed to synthesize it. (4) Given the product [CH3:25][C:20]1([CH3:26])[C:21]([CH3:24])([CH3:23])[O:22][B:18]([C:7]2[CH2:8][CH2:9][N:10]([C:13](=[O:15])[CH3:14])[CH2:11][CH:12]=2)[O:19]1, predict the reactants needed to synthesize it. The reactants are: FC(F)(F)S(O[C:7]1[CH2:8][CH2:9][N:10]([C:13](=[O:15])[CH3:14])[CH2:11][CH:12]=1)(=O)=O.[B:18]1([B:18]2[O:22][C:21]([CH3:24])([CH3:23])[C:20]([CH3:26])([CH3:25])[O:19]2)[O:22][C:21]([CH3:24])([CH3:23])[C:20]([CH3:26])([CH3:25])[O:19]1.C([O-])(=O)C.[K+].ClCCl. (5) The reactants are: [I:1][C:2]1[S:6][CH:5]=[C:4]([C:7]([OH:9])=[O:8])[CH:3]=1.IC.[C:12](=O)([O-])[O-].[K+].[K+].CN(C=O)C. Given the product [I:1][C:2]1[S:6][CH:5]=[C:4]([C:7]([O:9][CH3:12])=[O:8])[CH:3]=1, predict the reactants needed to synthesize it. (6) Given the product [Cl:1][C:2]1[CH:7]=[CH:6][C:5]([C:8]2[CH:9]=[C:10]3[C:16]([C:17]([C:19]4[C:20]([F:33])=[C:21]([N:26]([S:27]([CH2:30][CH2:31][CH3:32])(=[O:28])=[O:29])[C:35](=[O:36])[O:37][CH2:38][CH3:39])[CH:22]=[CH:23][C:24]=4[F:25])=[O:18])=[CH:15][NH:14][C:11]3=[N:12][CH:13]=2)=[CH:4][CH:3]=1, predict the reactants needed to synthesize it. The reactants are: [Cl:1][C:2]1[CH:7]=[CH:6][C:5]([C:8]2[CH:9]=[C:10]3[C:16]([C:17]([C:19]4[C:20]([F:33])=[C:21]([NH:26][S:27]([CH2:30][CH2:31][CH3:32])(=[O:29])=[O:28])[CH:22]=[CH:23][C:24]=4[F:25])=[O:18])=[CH:15][NH:14][C:11]3=[N:12][CH:13]=2)=[CH:4][CH:3]=1.Cl[C:35]([O:37][CH2:38][CH3:39])=[O:36].C(N(CC)CC)C.